From a dataset of CYP3A4 inhibition data for predicting drug metabolism from PubChem BioAssay. Regression/Classification. Given a drug SMILES string, predict its absorption, distribution, metabolism, or excretion properties. Task type varies by dataset: regression for continuous measurements (e.g., permeability, clearance, half-life) or binary classification for categorical outcomes (e.g., BBB penetration, CYP inhibition). Dataset: cyp3a4_veith. (1) The molecule is COC(=O)C[C@](O)(CCCC(C)(C)O)C(=O)O[C@@H]1C(OC)=C[C@]23CCCN2CCc2cc4c(cc2[C@H]13)OCO4. The result is 1 (inhibitor). (2) The drug is COc1ccc([N+](=O)[O-])c2c1CCN2C(=O)CC[C@H](N)C(=O)O. The result is 0 (non-inhibitor). (3) The drug is CCOC(=O)N/N=C1/C[C@@H](O)[C@@H](O)[C@H]2[C@@H]1CC[C@@H]1C(=O)N(CC)C(=O)[C@H]12. The result is 0 (non-inhibitor). (4) The compound is O.O=C(O)[C@@H](O)[C@@H](O)[C@@H]1O[Sb]O[C@@H]1CO. The result is 0 (non-inhibitor). (5) The drug is Cc1ccc(S(=O)(=O)/N=C(/Nc2c(C)n(C)n(-c3ccccc3)c2=O)c2ccc(Cl)cc2)cc1. The result is 1 (inhibitor). (6) The compound is COC(=O)[C@@]1(Cc2ccc(F)cc2)[C@H]2c3cc(C(=O)N(C)C)n(Cc4ccc(Cl)c(C(F)(F)F)c4)c3C[C@H]2CN1C(=O)c1ccccc1. The result is 1 (inhibitor). (7) The molecule is CCNC(=O)c1c(NC(C)=O)sc2c1CCCC2. The result is 0 (non-inhibitor). (8) The molecule is CCNc1ncc2nc(-c3ccc(Cl)cc3)c(=O)n(Cc3cccc(OC)c3)c2n1. The result is 0 (non-inhibitor).